This data is from Peptide-MHC class I binding affinity with 185,985 pairs from IEDB/IMGT. The task is: Regression. Given a peptide amino acid sequence and an MHC pseudo amino acid sequence, predict their binding affinity value. This is MHC class I binding data. (1) The peptide sequence is ASSRITKGR. The MHC is HLA-A11:01 with pseudo-sequence HLA-A11:01. The binding affinity (normalized) is 0.386. (2) The peptide sequence is RIAQGVLQR. The MHC is HLA-A31:01 with pseudo-sequence HLA-A31:01. The binding affinity (normalized) is 0.559. (3) The peptide sequence is DSVKGRFTISR. The MHC is HLA-A31:01 with pseudo-sequence HLA-A31:01. The binding affinity (normalized) is 0.610. (4) The peptide sequence is RVACRDVEV. The MHC is HLA-B44:02 with pseudo-sequence HLA-B44:02. The binding affinity (normalized) is 0.213.